Dataset: Forward reaction prediction with 1.9M reactions from USPTO patents (1976-2016). Task: Predict the product of the given reaction. Given the reactants [NH2:1][CH2:2][CH2:3][CH2:4][CH2:5][C:6]([CH3:10])([CH3:9])[CH2:7][OH:8].[C:11](=[S:13])=S, predict the reaction product. The product is: [OH:8][CH2:7][C:6]([CH3:10])([CH3:9])[CH2:5][CH2:4][CH2:3][CH2:2][NH:1][C:11]([NH:1][CH2:2][CH2:3][CH2:4][CH2:5][C:6]([CH3:10])([CH3:9])[CH2:7][OH:8])=[S:13].